This data is from Reaction yield outcomes from USPTO patents with 853,638 reactions. The task is: Predict the reaction yield, written as a fraction of the theoretical maximum amount of product (1.0 means a 100% yield; for example, 0.34 means a 34% yield). (1) The reactants are [C:1]([C:5]1[CH:10]=[CH:9][C:8]([NH2:11])=[CH:7][CH:6]=1)([CH3:4])([CH3:3])[CH3:2].[N+:12]([O-])([O-:14])=[O:13].[K+].C([O-])(O)=O.[Na+]. The catalyst is OS(O)(=O)=O. The product is [C:1]([C:5]1[CH:6]=[CH:7][C:8]([NH2:11])=[CH:9][C:10]=1[N+:12]([O-:14])=[O:13])([CH3:4])([CH3:2])[CH3:3]. The yield is 0.770. (2) The reactants are S(C1C=CC(C)=CC=1)(O)(=O)=O.[CH3:12][NH:13][CH2:14][CH2:15][CH2:16][CH2:17][CH:18]=[CH2:19].[C:20]([O:24][C:25]([N:27]1[CH2:31][C@@H:30]([O:32][C:33]2[C:42]3[C:37](=[C:38]([Cl:45])[C:39]([O:43][CH3:44])=[CH:40][CH:41]=3)[N:36]=[C:35]([N:46]3[CH:50]=[CH:49][C:48]([C:51]([F:54])([F:53])[F:52])=[N:47]3)[CH:34]=2)[CH2:29][C@H:28]1[C:55](O)=[O:56])=[O:26])([CH3:23])([CH3:22])[CH3:21].C(N(C)C([C@@H]1C[C@@H](O)CN1C(OC(C)(C)C)=O)=O)CCCC=C. No catalyst specified. The product is [Cl:45][C:38]1[C:39]([O:43][CH3:44])=[CH:40][CH:41]=[C:42]2[C:37]=1[N:36]=[C:35]([N:46]1[CH:50]=[CH:49][C:48]([C:51]([F:54])([F:53])[F:52])=[N:47]1)[CH:34]=[C:33]2[O:32][C@@H:30]1[CH2:31][N:27]([C:25]([O:24][C:20]([CH3:21])([CH3:22])[CH3:23])=[O:26])[C@H:28]([C:55](=[O:56])[N:13]([CH2:14][CH2:15][CH2:16][CH2:17][CH:18]=[CH2:19])[CH3:12])[CH2:29]1. The yield is 0.870. (3) The reactants are [C:1](OCC)(=[O:10])[C@H:2]([CH2:4][C:5]([O:7][CH2:8][CH3:9])=[O:6])[OH:3].[BH4-].[Na+]. The catalyst is C1COCC1. The product is [OH:3][C@H:2]([CH2:1][OH:10])[CH2:4][C:5]([O:7][CH2:8][CH3:9])=[O:6]. The yield is 0.790. (4) The reactants are C[N+]1([C:8]2[N:13]=[C:12]([O:14][CH3:15])[N:11]=[C:10]([O:16][CH3:17])[N:9]=2)CCOCC1.[Cl-].[CH:19]1([C:25]2[NH:29][C:28](=[O:30])[C:27]3([CH2:35][CH2:34][N:33]([S:36](/[CH:39]=[CH:40]/[C:41]4[C:49]([CH3:50])=[CH:48][C:44]([C:45]([OH:47])=[O:46])=[CH:43][C:42]=4[CH3:51])(=[O:38])=[O:37])[CH2:32][CH2:31]3)[N:26]=2)[CH2:24][CH2:23][CH2:22][CH2:21][CH2:20]1. The catalyst is C(O)C. The product is [CH3:17][O:16][C:10]1[N:11]=[C:12]([O:14][CH3:15])[N:13]=[C:8]([O:46][C:45](=[O:47])[C:44]2[CH:48]=[C:49]([CH3:50])[C:41](/[CH:40]=[CH:39]/[S:36]([N:33]3[CH2:32][CH2:31][C:27]4([N:26]=[C:25]([CH:19]5[CH2:24][CH2:23][CH2:22][CH2:21][CH2:20]5)[NH:29][C:28]4=[O:30])[CH2:35][CH2:34]3)(=[O:37])=[O:38])=[C:42]([CH3:51])[CH:43]=2)[N:9]=1. The yield is 0.530.